From a dataset of Forward reaction prediction with 1.9M reactions from USPTO patents (1976-2016). Predict the product of the given reaction. (1) Given the reactants [Cl:1][C:2]1[CH:10]=[CH:9][C:8]([C:11]2[C:12]([C@@H:23]([NH:33][C:34](=[O:50])[CH2:35][N:36]3[C:40]4[C:41](F)(F)[C@@H:42]5[CH2:44][C@@H:43]5[C:39]=4[C:38]([CH:47]([F:49])[F:48])=[N:37]3)[CH2:24][C:25]3[CH:30]=[C:29]([F:31])[CH:28]=[C:27]([F:32])[CH:26]=3)=[N:13][C:14]([C:17]#[C:18][C:19]([OH:22])([CH3:21])[CH3:20])=[CH:15][CH:16]=2)=[C:7]2[C:3]=1[C:4]([NH:52][S:53]([CH3:56])(=[O:55])=[O:54])=[N:5][N:6]2[CH3:51].F[CH:58](F)C1C2CCC3CC3C=2N(CC(O)=O)N=1, predict the reaction product. The product is: [Cl:1][C:2]1[CH:10]=[CH:9][C:8]([C:11]2[C:12]([C@@H:23]([NH:33][C:34](=[O:50])[CH2:35][N:36]3[C:40]4[CH:41]5[CH2:58][CH:42]5[CH2:44][CH2:43][C:39]=4[C:38]([CH:47]([F:48])[F:49])=[N:37]3)[CH2:24][C:25]3[CH:26]=[C:27]([F:32])[CH:28]=[C:29]([F:31])[CH:30]=3)=[N:13][C:14]([C:17]#[C:18][C:19]([OH:22])([CH3:20])[CH3:21])=[CH:15][CH:16]=2)=[C:7]2[C:3]=1[C:4]([NH:52][S:53]([CH3:56])(=[O:55])=[O:54])=[N:5][N:6]2[CH3:51]. (2) The product is: [F:34][C:28]1[C:27]([C:9]2[CH:10]=[C:11]3[C:15](=[CH:16][CH:17]=2)[CH2:14][C@H:13]([NH:18][S:19]([CH:22]([CH3:23])[CH3:24])(=[O:20])=[O:21])[CH2:12]3)=[CH:32][CH:31]=[C:30]([CH3:33])[N:29]=1. Given the reactants CC1(C)C(C)(C)OB([C:9]2[CH:10]=[C:11]3[C:15](=[CH:16][CH:17]=2)[CH2:14][C@H:13]([NH:18][S:19]([CH:22]([CH3:24])[CH3:23])(=[O:21])=[O:20])[CH2:12]3)O1.Br[C:27]1[C:28]([F:34])=[N:29][C:30]([CH3:33])=[CH:31][CH:32]=1.C([O-])([O-])=O.[Na+].[Na+], predict the reaction product. (3) The product is: [C:1]([C:5]1[O:9][N:8]=[C:7]([C:10]2[CH:15]=[C:14]([O:26][CH:24]([CH3:25])[CH2:23][N:22]([CH2:27][CH3:28])[CH2:20][CH3:21])[C:13]([CH:17]3[CH2:19][CH2:18]3)=[CH:12][N:11]=2)[N:6]=1)([CH3:4])([CH3:3])[CH3:2]. Given the reactants [C:1]([C:5]1[O:9][N:8]=[C:7]([C:10]2[CH:15]=[C:14](Cl)[C:13]([CH:17]3[CH2:19][CH2:18]3)=[CH:12][N:11]=2)[N:6]=1)([CH3:4])([CH3:3])[CH3:2].[CH2:20]([N:22]([CH2:27][CH3:28])[CH2:23][CH:24]([OH:26])[CH3:25])[CH3:21], predict the reaction product. (4) The product is: [NH2:1][C:2]1[C:3]([C:9]([OH:11])=[O:10])=[N:4][C:5]([Br:8])=[CH:6][N:7]=1. Given the reactants [NH2:1][C:2]1[C:3]([C:9]([O:11]C)=[O:10])=[N:4][C:5]([Br:8])=[CH:6][N:7]=1.[OH-].[Na+], predict the reaction product. (5) Given the reactants CNC[CH2:4][CH2:5][CH2:6][C:7]([O:9][CH2:10][C@H:11]1[O:15][N:14]=[C:13]([C:16]2[CH:21]=[CH:20][C:19]([C:22]3[CH:27]=[CH:26][C:25]([N:28]4[CH2:32][C@H:31]([CH2:33][N:34]5[CH:38]=[CH:37][N:36]=[N:35]5)[O:30][C:29]4=[O:39])=[CH:24][C:23]=3[F:40])=[CH:18][N:17]=2)[CH2:12]1)=[O:8].[CH3:41][N:42]([CH3:47])[CH2:43]C(O)=O.C(N=C=NC(C)C)(C)C.[CH3:57][N:58]([CH:60]=[O:61])[CH3:59], predict the reaction product. The product is: [CH3:41][N:42]([CH3:47])[CH2:43][C:60]([N:58]([CH3:59])[CH2:57][CH2:4][CH2:5][CH2:6][C:7]([O:9][CH2:10][C@H:11]1[O:15][N:14]=[C:13]([C:16]2[CH:21]=[CH:20][C:19]([C:22]3[CH:27]=[CH:26][C:25]([N:28]4[CH2:32][C@H:31]([CH2:33][N:34]5[CH:38]=[CH:37][N:36]=[N:35]5)[O:30][C:29]4=[O:39])=[CH:24][C:23]=3[F:40])=[CH:18][N:17]=2)[CH2:12]1)=[O:8])=[O:61]. (6) Given the reactants Br[C:2]1[C:10]2[N:9]3[CH2:11][CH2:12][NH:13][C:14](=[O:15])[C:8]3=[C:7]([CH3:16])[C:6]=2[CH:5]=[C:4]([C:17]#[N:18])[CH:3]=1.[NH:19]1[CH2:24][CH2:23][S:22](=[O:26])(=[O:25])[CH2:21][CH2:20]1, predict the reaction product. The product is: [O:25]=[S:22]1(=[O:26])[CH2:23][CH2:24][N:19]([C:2]2[C:10]3[N:9]4[CH2:11][CH2:12][NH:13][C:14](=[O:15])[C:8]4=[C:7]([CH3:16])[C:6]=3[CH:5]=[C:4]([C:17]#[N:18])[CH:3]=2)[CH2:20][CH2:21]1. (7) The product is: [Cl:1][C:2]1[CH:3]=[CH:4][C:5]2[N:11]3[C:30]([CH3:31])=[N:33][N:34]=[C:10]3[C@@H:9]([CH2:13][C:14]([O:16][CH2:17][CH3:18])=[O:15])[O:8][C@H:7]([C:19]3[CH:24]=[CH:23][CH:22]=[C:21]([O:25][CH3:26])[C:20]=3[O:27][CH3:28])[C:6]=2[CH:29]=1. Given the reactants [Cl:1][C:2]1[CH:3]=[CH:4][C:5]2[NH:11][C:10](=S)[C@@H:9]([CH2:13][C:14]([O:16][CH2:17][CH3:18])=[O:15])[O:8][C@H:7]([C:19]3[CH:24]=[CH:23][CH:22]=[C:21]([O:25][CH3:26])[C:20]=3[O:27][CH3:28])[C:6]=2[CH:29]=1.[C:30]([NH:33][NH2:34])(=O)[CH3:31], predict the reaction product. (8) Given the reactants [OH:1][C:2]12[C:13]3[C:8](=[C:9]([N+:14]([O-])=O)[CH:10]=[CH:11][CH:12]=3)[C:7](=[O:17])[C:6]1([NH:18][C:19](=[O:26])[C:20]1[CH:25]=[CH:24][CH:23]=[CH:22][CH:21]=1)[C:5]1[CH:27]=[CH:28][C:29]([CH:31]([CH3:33])[CH3:32])=[CH:30][C:4]=1[O:3]2, predict the reaction product. The product is: [NH2:14][C:9]1[CH:10]=[CH:11][CH:12]=[C:13]2[C:8]=1[C:7](=[O:17])[C:6]1([NH:18][C:19](=[O:26])[C:20]3[CH:21]=[CH:22][CH:23]=[CH:24][CH:25]=3)[C:5]3[CH:27]=[CH:28][C:29]([CH:31]([CH3:32])[CH3:33])=[CH:30][C:4]=3[O:3][C:2]12[OH:1]. (9) Given the reactants C[O-].[Na+].[NH2:4][C:5]1[N:14]=[C:13]([OH:15])[C:12]2[C:7](=[C:8]([F:17])[CH:9]=[CH:10][C:11]=2Br)[N:6]=1.C[CH2:19][O:20]C(C)=O, predict the reaction product. The product is: [NH2:4][C:5]1[N:14]=[C:13]([OH:15])[C:12]2[C:7](=[C:8]([F:17])[CH:9]=[CH:10][C:11]=2[O:20][CH3:19])[N:6]=1.